This data is from Full USPTO retrosynthesis dataset with 1.9M reactions from patents (1976-2016). The task is: Predict the reactants needed to synthesize the given product. (1) Given the product [C:2]([C:7]1[S:11][C:10]([CH2:12][N:13]2[CH:17]=[C:16]([NH:18][C:30]([C:26]3[N:27]=[CH:28][O:29][C:25]=3[C:21]3[CH:20]=[C:19]([CH3:33])[CH:24]=[CH:23][CH:22]=3)=[O:31])[CH:15]=[N:14]2)=[CH:9][CH:8]=1)(=[O:6])[CH3:1], predict the reactants needed to synthesize it. The reactants are: [CH3:1][C:2]1([C:7]2[S:11][C:10]([CH2:12][N:13]3[CH:17]=[C:16]([NH2:18])[CH:15]=[N:14]3)=[CH:9][CH:8]=2)[O:6]CCO1.[C:19]1([CH3:33])[CH:24]=[CH:23][CH:22]=[C:21]([C:25]2[O:29][CH:28]=[N:27][C:26]=2[C:30](O)=[O:31])[CH:20]=1. (2) Given the product [Cl:1][C:2]1[CH:10]=[CH:9][CH:8]=[C:7]2[C:3]=1[C:4]([C:11](=[O:12])[NH:13][CH2:14][CH:15]1[CH2:20][CH2:19][C:18]([F:21])([F:22])[CH2:17][CH2:16]1)=[CH:5][N:6]2[CH2:24][CH:25]1[CH2:30][O:29][CH2:28][CH2:27][N:26]1[C:31]([O:33][C:34]([CH3:35])([CH3:37])[CH3:36])=[O:32], predict the reactants needed to synthesize it. The reactants are: [Cl:1][C:2]1[CH:10]=[CH:9][CH:8]=[C:7]2[C:3]=1[C:4]([C:11]([NH:13][CH2:14][CH:15]1[CH2:20][CH2:19][C:18]([F:22])([F:21])[CH2:17][CH2:16]1)=[O:12])=[CH:5][NH:6]2.O[CH2:24][CH:25]1[CH2:30][O:29][CH2:28][CH2:27][N:26]1[C:31]([O:33][C:34]([CH3:37])([CH3:36])[CH3:35])=[O:32]. (3) Given the product [C:1]([O:5][C:6]([N:8]1[CH2:12][CH2:11][CH:10]([N:13]([CH2:25][C:24]2[CH:27]=[CH:28][C:21]([Cl:20])=[CH:22][CH:23]=2)[CH2:14][CH2:15][C:16]([O:18][CH3:19])=[O:17])[CH2:9]1)=[O:7])([CH3:4])([CH3:3])[CH3:2], predict the reactants needed to synthesize it. The reactants are: [C:1]([O:5][C:6]([N:8]1[CH2:12][CH2:11][CH:10]([NH:13][CH2:14][CH2:15][C:16]([O:18][CH3:19])=[O:17])[CH2:9]1)=[O:7])([CH3:4])([CH3:3])[CH3:2].[Cl:20][C:21]1[CH:28]=[CH:27][C:24]([CH:25]=O)=[CH:23][CH:22]=1.C(O[BH-](OC(=O)C)OC(=O)C)(=O)C.[Na+].C(O)(=O)C. (4) Given the product [S:13]1[C:8]2[CH:7]=[C:6]([C:4]([OH:5])=[O:3])[NH:10][C:9]=2[CH:11]=[CH:12]1, predict the reactants needed to synthesize it. The reactants are: C([O:3][C:4]([C:6]1[NH:10][C:9]2[CH:11]=[C:12](Br)[S:13][C:8]=2[CH:7]=1)=[O:5])C.C1(CC[C:12]2[S:13][C:8]3[CH:7]=[C:6]([C:4]([OH:3])=[O:5])[NH:10][C:9]=3[CH:11]=2)C=CC=CC=1.C(Br)CC1C=CC=CC=1.C1COCC1.[OH-].[K+]. (5) The reactants are: C[Si]([N-][Si](C)(C)C)(C)C.[Na+].[O:11]=[C:12]1[CH2:16][N:15]([C:17]([O:19][C:20]([CH3:23])([CH3:22])[CH3:21])=[O:18])[C@H:14]([C:24]([O:26][CH3:27])=[O:25])[CH2:13]1.C1C=CC(N([S:35]([C:38]([F:41])([F:40])[F:39])(=[O:37])=[O:36])[S:35]([C:38]([F:41])([F:40])[F:39])(=[O:37])=[O:36])=CC=1. Given the product [F:39][C:38]([F:41])([F:40])[S:35]([O:11][C:12]1[CH2:16][N:15]([C:17]([O:19][C:20]([CH3:21])([CH3:22])[CH3:23])=[O:18])[C@H:14]([C:24]([O:26][CH3:27])=[O:25])[CH:13]=1)(=[O:37])=[O:36], predict the reactants needed to synthesize it.